This data is from Forward reaction prediction with 1.9M reactions from USPTO patents (1976-2016). The task is: Predict the product of the given reaction. (1) The product is: [CH3:2][C:1]([NH:9][S:20]([CH:19]=[CH2:18])(=[O:22])=[O:21])([CH3:3])[CH2:4][C:5]([CH3:8])([CH3:7])[CH3:6]. Given the reactants [C:1]([NH2:9])([CH2:4][C:5]([CH3:8])([CH3:7])[CH3:6])([CH3:3])[CH3:2].C(N(CC)CC)C.Cl[CH2:18][CH2:19][S:20](Cl)(=[O:22])=[O:21], predict the reaction product. (2) Given the reactants [S:1]1[CH:5]=[CH:4][C:3]([CH:6]=[O:7])=[CH:2]1.[CH2:8](O)[CH2:9][OH:10].CC1C=CC(S([O-])(=O)=O)=CC=1.C1C=C[NH+]=CC=1, predict the reaction product. The product is: [O:7]1[CH2:8][CH2:9][O:10][CH:6]1[C:3]1[CH:4]=[CH:5][S:1][CH:2]=1. (3) Given the reactants [NH2:1][C:2]1[CH:3]=[C:4]2[C:8](=[CH:9][C:10]=1[F:11])[C:7](=O)[C:6]([CH2:18][CH2:19][CH2:20][CH3:21])([CH2:13][CH2:14][C:15](=[O:17])[CH3:16])[CH2:5]2.C(O)(=O)C.N1CCCC1, predict the reaction product. The product is: [NH2:1][C:2]1[CH:3]=[C:4]2[C:8]([C:7]3[C:6]([CH2:18][CH2:19][CH2:20][CH3:21])([CH2:5]2)[CH2:13][CH2:14][C:15](=[O:17])[CH:16]=3)=[CH:9][C:10]=1[F:11]. (4) Given the reactants [C:1]1([CH:7]([OH:11])[CH2:8][C:9]#[CH:10])[CH:6]=[CH:5][CH:4]=[CH:3][CH:2]=1.N1C=CC=CC=1.[C:18](OC(=O)C)(=[O:20])[CH3:19], predict the reaction product. The product is: [C:18]([O:11][CH:7]([C:1]1[CH:6]=[CH:5][CH:4]=[CH:3][CH:2]=1)[CH2:8][C:9]#[CH:10])(=[O:20])[CH3:19]. (5) Given the reactants Cl[C:2]1[N:7]=[C:6]([N:8]([CH:18]2[CH2:20][CH2:19]2)[CH2:9][C:10]2[CH:15]=[CH:14][C:13]([O:16][CH3:17])=[CH:12][CH:11]=2)[C:5]2=[N:21][CH:22]=[C:23]([C:24]#[N:25])[N:4]2[N:3]=1.[NH2:26][C:27]1[CH:28]=[C:29]([CH:32]=[C:33]([N:36]2[CH2:41][CH2:40][N:39]3[CH2:42][C@H:43]([OH:45])[CH2:44][C@H:38]3[CH2:37]2)[C:34]=1[Cl:35])[C:30]#[N:31].CC1(C)C2C(=C(P(C3C=CC=CC=3)C3C=CC=CC=3)C=CC=2)OC2C(P(C3C=CC=CC=3)C3C=CC=CC=3)=CC=CC1=2.C(=O)([O-])[O-].[Cs+].[Cs+], predict the reaction product. The product is: [Cl:35][C:34]1[C:33]([N:36]2[CH2:41][CH2:40][N:39]3[CH2:42][C@H:43]([OH:45])[CH2:44][C@H:38]3[CH2:37]2)=[CH:32][C:29]([C:30]#[N:31])=[CH:28][C:27]=1[NH:26][C:2]1[N:7]=[C:6]([N:8]([CH:18]2[CH2:20][CH2:19]2)[CH2:9][C:10]2[CH:15]=[CH:14][C:13]([O:16][CH3:17])=[CH:12][CH:11]=2)[C:5]2=[N:21][CH:22]=[C:23]([C:24]#[N:25])[N:4]2[N:3]=1.